Dataset: Experimentally validated miRNA-target interactions with 360,000+ pairs, plus equal number of negative samples. Task: Binary Classification. Given a miRNA mature sequence and a target amino acid sequence, predict their likelihood of interaction. (1) The protein sequence of the target gene is MTSLTQRSSGLVQRRTEASRNAADKERAAGGGGGSGEDEAQSRRDEQDDDDKGDSKETRLTLMEEVLLLGLKDREGYTSFWNDCISSGLRGCMLIELALRGRLQLEACGMRRKSLLTRKVICKSDAPTGDVLLDEALKHVKETQPPETVQNWIELLSGETWNPLKLHYQLRNVRERLAKNLVEKGVLTTEKQNFLLFDMTTHPLTNNNIKQRLIKKVQEAVLDKWVNDPHRMDKRLLALIYLAHASDVLENAFAPLLDEQYDLATKRVRQLLDLDPEVECLKANTNEVLWAVVAAFTK. The miRNA is hsa-miR-4281 with sequence GGGUCCCGGGGAGGGGGG. Result: 0 (no interaction). (2) The miRNA is hsa-miR-6848-3p with sequence GUGGUCUCUUGGCCCCCAG. The protein sequence of the target gene is MASRGKTETSKLKQNLEEQLDRLMQQLQDLEECREELDTDEYEETKKETLEQLSEFNDSLKKIMSGNMTLVDELSGMQLAIQAAISQAFKTPEVIRLFAKKQPGQLRTRLAEMDRDLMVGKLERDLYTQQKVEILTALRKLGEKLTADDEAFLSANAGAILSQFEKVSTDLGSGDKILALASFEVEKTKK. Result: 1 (interaction). (3) The miRNA is hsa-miR-3191-5p with sequence CUCUCUGGCCGUCUACCUUCCA. The protein sequence of the target gene is MKLVFLVLLFLGALGLCLAGRRRSVQWCAVSQPEATKCFQWQRNMRKVRGPPVSCIKRDSPIQCIQAIAENRADAVTLDGGFIYEAGLAPYKLRPVAAEVYGTERQPRTHYYAVAVVKKGGSFQLNELQGLKSCHTGLRRTAGWNVPIGTLRPFLNWTGPPEPIEAAVARFFSASCVPGADKGQFPNLCRLCAGTGENKCAFSSQEPYFSYSGAFKCLRDGAGDVAFIRESTVFEDLSDEAERDEYELLCPDNTRKPVDKFKDCHLARVPSHAVVARSVNGKEDAIWNLLRQAQEKFGKD.... Result: 1 (interaction). (4) The miRNA is mmu-miR-330-5p with sequence UCUCUGGGCCUGUGUCUUAGGC. The protein sequence of the target gene is MAGARPPPGLLPLLAPLLLPLLLPAGCWALEETLMDTKWVTSELAWTSHPESGWEEVSGYDEAMNPIRTYQVCNVRESSQNNWLRTGFIWRREVQRVYVELKFTVRDCNSIPNIPGSCKETFNLFYYEADSDVASASSPFWMENPYVKVDTIAPDESFSRLDAGRVNTKVRSFGPLSKAGFYLAFQDQGACMSLISVRAFYKKCASTTAGFALFPETLTGAEPTSLVIAPGTCIANAVEVSVPLKLYCNGDGEWMVPVGACTCATGHEPAAKESQCRACPPGSYKAKQGEGPCLPCPPNS.... Result: 1 (interaction). (5) Result: 1 (interaction). The miRNA is hsa-miR-27b-3p with sequence UUCACAGUGGCUAAGUUCUGC. The protein sequence of the target gene is MPPPADIVKVAIEWPGAYPKLMEIDQKKPLSAIIKEVCDGWSLANHEYFALQHADSSNFYITEKNRNEIKNGTILRLTTSPAQNAQQLHERIQSSSMDAKLEALKDLASLSRDVTFAQEFINLDGISLLTQMVESGTERYQKLQKIMKPCFGDMLSFTLTAFVELMDHGIVSWDTFSVAFIKKIASFVNKSAIDISILQRSLAILESMVLNSHDLYQKVAQEITIGQLIPHLQGSDQEIQTYTIAVINALFLKAPDERRQEMANILAQKQLRSIILTHVIRAQRAINNEMAHQLYVLQVL.... (6) The miRNA is mmu-miR-3070-2-3p with sequence UGGUGCUAUGGUCAGGGGUAGA. The protein sequence of the target gene is MHGSCSPWVMLPPPLLLLLLLIATGPTTALTEDEKQTMVDLHNQYRAQVSPPASDMLQMRWDDELAAFAKAYAQKCVWGHNKERGRRGENLFAITDEGMDVPLAVGNWHEEHEYYNFSTATCDPNQMCGHYTQVVWSKTERIGCGSHFCETLQGVEEANIHLLVCNYEPPGNVKGRKPYQEGTPCSQCPLGYSCENSLCEPMRNPEKAQDSPPRVTEVPSTRATEAPSSRETGTPSLATSETLHFSVTKVSDSLATESSPAVETKAPSSLATEGPSSMATEAQAFVTEVPLVSARHMQPS.... Result: 0 (no interaction).